From a dataset of NCI-60 drug combinations with 297,098 pairs across 59 cell lines. Regression. Given two drug SMILES strings and cell line genomic features, predict the synergy score measuring deviation from expected non-interaction effect. (1) Drug 1: CCC1=CC2CC(C3=C(CN(C2)C1)C4=CC=CC=C4N3)(C5=C(C=C6C(=C5)C78CCN9C7C(C=CC9)(C(C(C8N6C)(C(=O)OC)O)OC(=O)C)CC)OC)C(=O)OC.C(C(C(=O)O)O)(C(=O)O)O. Drug 2: CC12CCC3C(C1CCC2OP(=O)(O)O)CCC4=C3C=CC(=C4)OC(=O)N(CCCl)CCCl.[Na+]. Cell line: HS 578T. Synergy scores: CSS=59.2, Synergy_ZIP=0.321, Synergy_Bliss=0.382, Synergy_Loewe=-68.1, Synergy_HSA=-0.0835. (2) Drug 1: CC1OCC2C(O1)C(C(C(O2)OC3C4COC(=O)C4C(C5=CC6=C(C=C35)OCO6)C7=CC(=C(C(=C7)OC)O)OC)O)O. Drug 2: CC(C)(C#N)C1=CC=C(C=C1)N2C3=C4C=C(C=CC4=NC=C3N(C2=O)C)C5=CC6=CC=CC=C6N=C5. Cell line: NCI-H460. Synergy scores: CSS=68.5, Synergy_ZIP=1.63, Synergy_Bliss=0.132, Synergy_Loewe=6.12, Synergy_HSA=9.40. (3) Drug 1: C1=NC2=C(N=C(N=C2N1C3C(C(C(O3)CO)O)O)F)N. Drug 2: CCN(CC)CCCC(C)NC1=C2C=C(C=CC2=NC3=C1C=CC(=C3)Cl)OC. Cell line: EKVX. Synergy scores: CSS=11.2, Synergy_ZIP=-2.95, Synergy_Bliss=-0.469, Synergy_Loewe=-21.3, Synergy_HSA=-6.06. (4) Cell line: SF-295. Synergy scores: CSS=5.67, Synergy_ZIP=-1.75, Synergy_Bliss=-0.0578, Synergy_Loewe=0.734, Synergy_HSA=0.709. Drug 2: CC1=C(C=C(C=C1)NC2=NC=CC(=N2)N(C)C3=CC4=NN(C(=C4C=C3)C)C)S(=O)(=O)N.Cl. Drug 1: CN1CCC(CC1)COC2=C(C=C3C(=C2)N=CN=C3NC4=C(C=C(C=C4)Br)F)OC. (5) Drug 1: C1=C(C(=O)NC(=O)N1)F. Drug 2: C1CN1P(=S)(N2CC2)N3CC3. Cell line: HCT-15. Synergy scores: CSS=44.5, Synergy_ZIP=-2.72, Synergy_Bliss=-3.87, Synergy_Loewe=-5.79, Synergy_HSA=-0.409. (6) Drug 1: CC1=C(C(=CC=C1)Cl)NC(=O)C2=CN=C(S2)NC3=CC(=NC(=N3)C)N4CCN(CC4)CCO. Drug 2: CCC1(CC2CC(C3=C(CCN(C2)C1)C4=CC=CC=C4N3)(C5=C(C=C6C(=C5)C78CCN9C7C(C=CC9)(C(C(C8N6C)(C(=O)OC)O)OC(=O)C)CC)OC)C(=O)OC)O.OS(=O)(=O)O. Cell line: OVCAR-5. Synergy scores: CSS=3.52, Synergy_ZIP=-2.24, Synergy_Bliss=-3.75, Synergy_Loewe=-1.15, Synergy_HSA=-2.13.